Predict the product of the given reaction. From a dataset of Forward reaction prediction with 1.9M reactions from USPTO patents (1976-2016). (1) Given the reactants [CH2:1]([C:5]1[C:10]([CH2:11][C:12]2[CH:17]=[C:16]([CH2:18][CH2:19][CH3:20])[C:15]([O:21][Si](C(C)(C)C)(C)C)=[C:14]([CH2:29][CH2:30][CH3:31])[CH:13]=2)=[C:9]([O:32][CH2:33][CH2:34][O:35][CH3:36])[N:8]=[C:7]([CH3:37])[N:6]=1)[CH2:2][CH2:3][CH3:4].[F-].C([N+](CCCC)(CCCC)CCCC)CCC.O, predict the reaction product. The product is: [CH2:1]([C:5]1[C:10]([CH2:11][C:12]2[CH:17]=[C:16]([CH2:18][CH2:19][CH3:20])[C:15]([OH:21])=[C:14]([CH2:29][CH2:30][CH3:31])[CH:13]=2)=[C:9]([O:32][CH2:33][CH2:34][O:35][CH3:36])[N:8]=[C:7]([CH3:37])[N:6]=1)[CH2:2][CH2:3][CH3:4]. (2) Given the reactants [Br:1]Br.[CH3:3][CH:4]([CH3:13])[C:5]([C:7]1[CH:12]=[CH:11][CH:10]=[CH:9][N:8]=1)=[O:6], predict the reaction product. The product is: [Br:1][C:4]([CH3:13])([CH3:3])[C:5]([C:7]1[CH:12]=[CH:11][CH:10]=[CH:9][N:8]=1)=[O:6]. (3) Given the reactants [CH2:1]([NH:8][C@H:9]([CH3:16])[C:10]1[CH:15]=[CH:14][CH:13]=[CH:12][CH:11]=1)[C:2]1[CH:7]=[CH:6][CH:5]=[CH:4][CH:3]=1.C([Li])CCC.[C:22]([N:27]1[CH2:32][CH2:31][CH2:30][C@@H:29]([CH2:33][C:34]2[CH:39]=[CH:38][C:37]([F:40])=[CH:36][CH:35]=2)[CH2:28]1)(=[O:26])/[CH:23]=[CH:24]/[CH3:25].CC1(C)[C@@]23C4(ON4S(=O)(=[O:49])C2)C[C@@H]1CC3, predict the reaction product. The product is: [CH2:1]([N:8]([C@@H:9]([C:10]1[CH:15]=[CH:14][CH:13]=[CH:12][CH:11]=1)[CH3:16])[C@H:24]([CH3:25])[C@@H:23]([OH:49])[C:22]([N:27]1[CH2:32][CH2:31][CH2:30][C@@H:29]([CH2:33][C:34]2[CH:39]=[CH:38][C:37]([F:40])=[CH:36][CH:35]=2)[CH2:28]1)=[O:26])[C:2]1[CH:7]=[CH:6][CH:5]=[CH:4][CH:3]=1. (4) Given the reactants [NH2:1][C:2]1[CH:7]=[CH:6][C:5]([N:8]2[CH2:12][CH2:11][C@@H:10]([N:13]([CH3:15])[CH3:14])[CH2:9]2)=[CH:4][CH:3]=1.[CH2:16]([N:19]1[C:27](=[O:28])[C:26]2[C:21](=[N:22][C:23](SC)=[N:24][CH:25]=2)[N:20]1[C:31]1[N:36]=[C:35]([N:37]2[CH:42]=[CH:41][CH:40]=[CH:39][C:38]2=[O:43])[CH:34]=[CH:33][CH:32]=1)[CH:17]=[CH2:18], predict the reaction product. The product is: [CH2:16]([N:19]1[C:27](=[O:28])[C:26]2[C:21](=[N:22][C:23]([NH:1][C:2]3[CH:7]=[CH:6][C:5]([N:8]4[CH2:12][CH2:11][C@@H:10]([N:13]([CH3:15])[CH3:14])[CH2:9]4)=[CH:4][CH:3]=3)=[N:24][CH:25]=2)[N:20]1[C:31]1[N:36]=[C:35]([N:37]2[CH:42]=[CH:41][CH:40]=[CH:39][C:38]2=[O:43])[CH:34]=[CH:33][CH:32]=1)[CH:17]=[CH2:18].